From a dataset of Full USPTO retrosynthesis dataset with 1.9M reactions from patents (1976-2016). Predict the reactants needed to synthesize the given product. (1) Given the product [Si:39]([O:14][CH2:15][C:11]1([C:18]2[CH:23]=[CH:22][CH:21]=[CH:20][CH:19]=2)[CH:10]=[C:9]([C:3]2[CH:4]=[C:5]([F:8])[CH:6]=[CH:7][C:2]=2[F:1])[CH2:17][NH:12]1)([C:36]([CH3:38])([CH3:37])[CH3:35])([CH3:41])[CH3:40], predict the reactants needed to synthesize it. The reactants are: [F:1][C:2]1[CH:7]=[CH:6][C:5]([F:8])=[CH:4][C:3]=1[C:9]1[CH2:17][N:12]2C(=O)[O:14][CH2:15][C:11]2([C:18]2[CH:23]=[CH:22][CH:21]=[CH:20][CH:19]=2)[CH:10]=1.CCOC(C)=O.N1C=CN=C1.[CH3:35][C:36]([Si:39](Cl)([CH3:41])[CH3:40])([CH3:38])[CH3:37]. (2) The reactants are: [H-].[Al+3].[Li+].[H-].[H-].[H-].[Cl:7][C:8]1[CH:9]=[CH:10][C:11]2[C:12]([CH3:24])=[C:13]3[C:21](=O)[NH:20][CH2:19][C@@H:18]([CH3:23])[N:14]3[C:15]=2[C:16]=1[CH3:17].[C:25]([OH:30])(=[O:29])[C:26]([OH:28])=[O:27]. Given the product [C:25]([OH:30])(=[O:29])[C:26]([OH:28])=[O:27].[Cl:7][C:8]1[CH:9]=[CH:10][C:11]2[C:12]([CH3:24])=[C:13]3[CH2:21][NH:20][CH2:19][C@@H:18]([CH3:23])[N:14]3[C:15]=2[C:16]=1[CH3:17], predict the reactants needed to synthesize it. (3) Given the product [CH2:13]([O:20][C:21](=[O:38])[CH:22]([N:1]1[CH2:12][CH2:11][NH:10][CH2:9][CH2:8][NH:7][CH2:6][CH2:5][NH:4][CH2:3][CH2:2]1)[CH2:23][CH2:24][CH2:25][N:26]1[C:27](=[O:36])[C:28]2[C:33](=[CH:32][CH:31]=[CH:30][CH:29]=2)[C:34]1=[O:35])[C:14]1[CH:15]=[CH:16][CH:17]=[CH:18][CH:19]=1, predict the reactants needed to synthesize it. The reactants are: [NH:1]1[CH2:12][CH2:11][NH:10][CH2:9][CH2:8][NH:7][CH2:6][CH2:5][NH:4][CH2:3][CH2:2]1.[CH2:13]([O:20][C:21](=[O:38])[CH:22](Br)[CH2:23][CH2:24][CH2:25][N:26]1[C:34](=[O:35])[C:33]2[C:28](=[CH:29][CH:30]=[CH:31][CH:32]=2)[C:27]1=[O:36])[C:14]1[CH:19]=[CH:18][CH:17]=[CH:16][CH:15]=1. (4) Given the product [F:1][C:2]1[CH:3]=[CH:4][C:5]([NH:8][C:9]([C:11]2[N:12]=[C:13]([CH3:17])[S:14][C:15]=2[NH:25][C:24]2[C:19]([CH3:18])=[N:20][CH:21]=[CH:22][CH:23]=2)=[O:10])=[N:6][CH:7]=1, predict the reactants needed to synthesize it. The reactants are: [F:1][C:2]1[CH:3]=[CH:4][C:5]([NH:8][C:9]([C:11]2[N:12]=[C:13]([CH3:17])[S:14][C:15]=2Br)=[O:10])=[N:6][CH:7]=1.[CH3:18][C:19]1[C:24]([NH2:25])=[CH:23][CH:22]=[CH:21][N:20]=1.C1(P(C2C=CC=CC=2)C2C3OC4C(=CC=CC=4P(C4C=CC=CC=4)C4C=CC=CC=4)C(C)(C)C=3C=CC=2)C=CC=CC=1.C(=O)([O-])[O-].[Cs+].[Cs+]. (5) The reactants are: [NH:1]1[CH2:7][CH2:6][C:5]([C:8]([OH:10])=[O:9])=[CH:4][C:3]2[CH:11]=[CH:12][CH:13]=[CH:14][C:2]1=2.S(=O)(=O)(O)O.[CH3:20]O. Given the product [CH3:20][O:9][C:8]([C:5]1[CH2:6][CH2:7][NH:1][C:2]2[CH:14]=[CH:13][CH:12]=[CH:11][C:3]=2[CH:4]=1)=[O:10], predict the reactants needed to synthesize it. (6) Given the product [CH:13]1[C:12]([OH:45])=[CH:11][C:10]2[C:8]([CH2:34][CH2:35][NH2:40])=[CH:17][NH:16][C:15]=2[CH:14]=1, predict the reactants needed to synthesize it. The reactants are: [3H]C(N1CCC(C(C2C=CC(F)=CC=2)=O)CC1)(C(N1[C:17](=O)[NH:16][C:15]2[CH:14]=[CH:13][CH:12]=[CH:11][C:10]=2[C:8]1=O)([3H])[3H])[3H].[CH2:34](O)[C:35]([NH2:40])(CO)CO.Cl.CS(C)=[O:45]. (7) Given the product [I:1][C:2]1[C:3](=[O:21])[C:4]2[C:12]([O:13][C:14]=1[C:15]1[CH:20]=[CH:19][CH:18]=[CH:17][CH:16]=1)=[C:11]1[C:7]([CH:8]=[N:9][N:10]1[CH2:29][C:30]#[N:31])=[CH:6][CH:5]=2, predict the reactants needed to synthesize it. The reactants are: [I:1][C:2]1[C:3](=[O:21])[C:4]2[C:12]([O:13][C:14]=1[C:15]1[CH:20]=[CH:19][CH:18]=[CH:17][CH:16]=1)=[C:11]1[C:7]([CH:8]=[N:9][NH:10]1)=[CH:6][CH:5]=2.C(=O)([O-])[O-].[K+].[K+].Br[CH2:29][C:30]#[N:31].